This data is from Reaction yield outcomes from USPTO patents with 853,638 reactions. The task is: Predict the reaction yield, written as a fraction of the theoretical maximum amount of product (1.0 means a 100% yield; for example, 0.34 means a 34% yield). (1) The reactants are [CH3:1][N:2]([CH3:37])[CH2:3][CH2:4][O:5][C:6]1[CH:11]=[CH:10][C:9]2[C:12]3([CH2:35][O:36][C:8]=2[CH:7]=1)[C:20]1[C:15](=[CH:16][CH:17]=[CH:18][CH:19]=1)[N:14](C(C1C=CC=CC=1)C1C=CC=CC=1)[C:13]3=[O:34].C([SiH](CC)CC)C. The catalyst is FC(F)(F)C(O)=O. The product is [CH3:1][N:2]([CH3:37])[CH2:3][CH2:4][O:5][C:6]1[CH:11]=[CH:10][C:9]2[C:12]3([CH2:35][O:36][C:8]=2[CH:7]=1)[C:20]1[C:15](=[CH:16][CH:17]=[CH:18][CH:19]=1)[NH:14][C:13]3=[O:34]. The yield is 0.990. (2) The product is [CH2:1]([C:5]1[CH2:10][CH:9]([CH3:11])[CH:8]([CH:12]([OH:13])[CH2:14][CH3:15])[CH2:7][CH:6]=1)[CH:2]([CH3:4])[CH3:3]. The reactants are [CH2:1]([C:5]1[CH2:10][CH:9]([CH3:11])[CH:8]([CH:12]=[O:13])[CH2:7][CH:6]=1)[CH:2]([CH3:4])[CH3:3].[CH3:14][CH2:15][Mg+].[Br-].Cl. The catalyst is C(OCC)C. The yield is 0.910. (3) The reactants are [C:1]([O:5][C:6](=[O:27])[N:7]([C:19]1[CH:24]=[CH:23][C:22]([CH:25]=[O:26])=[CH:21][N:20]=1)[CH2:8][C:9]1[CH:14]=[CH:13][C:12]([C:15]([F:18])([F:17])[F:16])=[CH:11][CH:10]=1)([CH3:4])([CH3:3])[CH3:2].[CH:28]([Si:31]([CH:45]([CH3:47])[CH3:46])([CH:42]([CH3:44])[CH3:43])[O:32][C:33]1[CH:34]=[C:35]2[CH:41]=[CH:40][NH:39][C:36]2=[N:37][CH:38]=1)([CH3:30])[CH3:29].[OH-].[K+].O. The catalyst is CO. The product is [C:1]([O:5][C:6](=[O:27])[N:7]([C:19]1[CH:24]=[CH:23][C:22]([CH:25]([OH:26])[C:41]2[C:35]3[C:36](=[N:37][CH:38]=[C:33]([O:32][Si:31]([CH:42]([CH3:44])[CH3:43])([CH:45]([CH3:47])[CH3:46])[CH:28]([CH3:29])[CH3:30])[CH:34]=3)[NH:39][CH:40]=2)=[CH:21][N:20]=1)[CH2:8][C:9]1[CH:10]=[CH:11][C:12]([C:15]([F:16])([F:17])[F:18])=[CH:13][CH:14]=1)([CH3:4])([CH3:2])[CH3:3]. The yield is 0.700. (4) The reactants are [OH:1][C:2]1[N:6]([CH3:7])[N:5]=[C:4]([C:8]([F:11])([F:10])[F:9])[CH:3]=1.[C:12](=[O:15])([O-])[O-].[K+].[K+].C=O.S(OC)(O[CH3:24])(=O)=O. The catalyst is CN(C=O)C.O.C(OCC)(=O)C. The product is [OH:15][CH2:12][C:3]1[C:4]([C:8]([F:11])([F:10])[F:9])=[N:5][N:6]([CH3:7])[C:2]=1[O:1][CH3:24]. The yield is 0.843. (5) The reactants are [CH3:1][O:2][C:3]([C:5]1[N:6]([C:19]([O:21][C:22]([CH3:25])([CH3:24])[CH3:23])=[O:20])[C:7]2[C:12]([CH:13]=1)=[CH:11][C:10]([CH2:14]Br)=[CH:9][C:8]=2[N+:16]([O-:18])=[O:17])=[O:4].[C:26]([O-:29])(=[O:28])[CH3:27].[Na+]. The catalyst is CN(C)C=O. The product is [CH3:1][O:2][C:3]([C:5]1[N:6]([C:19]([O:21][C:22]([CH3:25])([CH3:24])[CH3:23])=[O:20])[C:7]2[C:12]([CH:13]=1)=[CH:11][C:10]([CH2:14][O:29][C:26](=[O:28])[CH3:27])=[CH:9][C:8]=2[N+:16]([O-:18])=[O:17])=[O:4]. The yield is 0.500. (6) The reactants are [F:1][C:2]1[C:7]([F:8])=[CH:6][CH:5]=[CH:4][C:3]=1[CH2:9][C:10]([OH:12])=O.[C:13](Cl)(=O)[C:14](Cl)=O.[Cl-].[Al+3].[Cl-].[Cl-].Cl. The product is [F:8][C:7]1[C:2]([F:1])=[C:3]2[C:4]([CH2:13][CH2:14][C:10](=[O:12])[CH2:9]2)=[CH:5][CH:6]=1. The catalyst is C(Cl)Cl.CN(C)C=O. The yield is 0.710. (7) The reactants are [CH2:1]([C:5]1[N:6]=[C:7]([CH3:27])[NH:8][C:9](=[O:26])[C:10]=1[CH2:11][C:12]1[CH:17]=[CH:16][C:15]([C:18]2[C:19]([C:24]#[N:25])=[CH:20][CH:21]=[CH:22][CH:23]=2)=[CH:14][CH:13]=1)[CH2:2][CH2:3][CH3:4].N(C(N1CCCCC1)=O)=NC(N1CCCCC1)=O.C(P(CCCC)CCCC)CCC.[S:59]1[CH:63]=[CH:62][N:61]=[C:60]1[CH2:64]O. The catalyst is O1CCCC1. The product is [CH2:1]([C:5]1[N:6]=[C:7]([CH3:27])[N:8]([CH2:64][C:60]2[S:59][CH:63]=[CH:62][N:61]=2)[C:9](=[O:26])[C:10]=1[CH2:11][C:12]1[CH:17]=[CH:16][C:15]([C:18]2[C:19]([C:24]#[N:25])=[CH:20][CH:21]=[CH:22][CH:23]=2)=[CH:14][CH:13]=1)[CH2:2][CH2:3][CH3:4]. The yield is 0.750. (8) The reactants are C[O-].[Na+].C([O:7][CH:8]1[CH:13]([O:14]C(=O)C)[CH:12]([O:18]C(=O)C)[CH:11]([CH2:22][O:23]C(=O)C)[O:10][CH:9]1[O:27][C:28]1[CH:32]=[CH:31][S:30][C:29]=1[CH2:33][C:34]1[CH:39]=[CH:38][C:37]([O:40][CH3:41])=[CH:36][CH:35]=1)(=O)C.CO. The catalyst is C(O)(=O)C. The product is [OH:23][CH2:22][CH:11]1[CH:12]([OH:18])[CH:13]([OH:14])[CH:8]([OH:7])[CH:9]([O:27][C:28]2[CH:32]=[CH:31][S:30][C:29]=2[CH2:33][C:34]2[CH:35]=[CH:36][C:37]([O:40][CH3:41])=[CH:38][CH:39]=2)[O:10]1. The yield is 0.830.